From a dataset of Full USPTO retrosynthesis dataset with 1.9M reactions from patents (1976-2016). Predict the reactants needed to synthesize the given product. (1) Given the product [NH2:15][C:14]1[NH:11][C:9](=[O:10])[C:3]2[N:4]=[C:5]([Cl:8])[CH:6]=[CH:7][C:2]=2[N:1]=1, predict the reactants needed to synthesize it. The reactants are: [NH2:1][C:2]1[C:3]([C:9]([NH2:11])=[O:10])=[N:4][C:5]([Cl:8])=[CH:6][CH:7]=1.Cl.Cl[C:14](N)=[NH:15].CS(C)(=O)=O.S1(CCCC1)(=O)=O.[OH-].[NH4+]. (2) The reactants are: [F:1][C:2]1[CH:7]=[CH:6][C:5]([CH:8]([NH:18][C:19]([C:21]2[CH:29]=[C:28]3[C:24]([CH:25]=[CH:26][NH:27]3)=[CH:23][CH:22]=2)=[O:20])[CH2:9][O:10][CH2:11][CH:12]2[CH2:17][CH2:16][NH:15][CH2:14][CH2:13]2)=[CH:4][CH:3]=1.[CH3:30][C:31]([CH3:33])=O. Given the product [F:1][C:2]1[CH:7]=[CH:6][C:5]([CH:8]([NH:18][C:19]([C:21]2[CH:29]=[C:28]3[C:24]([CH:25]=[CH:26][NH:27]3)=[CH:23][CH:22]=2)=[O:20])[CH2:9][O:10][CH2:11][CH:12]2[CH2:13][CH2:14][N:15]([CH:31]([CH3:33])[CH3:30])[CH2:16][CH2:17]2)=[CH:4][CH:3]=1, predict the reactants needed to synthesize it.